This data is from Forward reaction prediction with 1.9M reactions from USPTO patents (1976-2016). The task is: Predict the product of the given reaction. Given the reactants O1C2C(=CC=CC=2)[C@H](NC([C@@H]2CC3C(=CC([C@H]4C[C@@H](C(=O)N[C@H]5C6C(=CC=CC=6)CCC5)N(C(=O)[C@@H](NC(=O)[C@@H](NC)C)C(C)(C)C)C4)=CC=3)CN2C(=O)[C@@H](NC(=O)[C@@H](NC)C)C(C)(C)C)=O)CC1.C(O[C:75]([N:77](C)[C@@H:78]([CH3:152])[C:79]([NH:81][C@@H:82]([C:148]([CH3:151])([CH3:150])[CH3:149])[C:83]([N:85]1[CH2:89][C@@H:88]([C:90]2[CH:99]=[C:98]3[C:93]([CH2:94][C@@H:95]([C:121](=[O:133])[NH:122][C@H:123]4[C:132]5[C:127](=[CH:128][CH:129]=[CH:130][CH:131]=5)[CH2:126][CH2:125][CH2:124]4)[N:96]([C:100](=[O:120])[C@@H:101]([NH:106][C:107](=[O:119])[C@@H:108]([N:110](C(OC(C)(C)C)=O)[CH3:111])[CH3:109])[C:102]([CH3:105])([CH3:104])[CH3:103])[CH2:97]3)=[CH:92][CH:91]=2)[CH2:87][C@H:86]1[C:134](N[C@@H](CC1C=CC=CC=1)C(O)=O)=[O:135])=[O:84])=[O:80])=O)(C)(C)C.[CH3:154][C:155]1[O:159][N:158]=[C:157]([C@@H:160]([NH2:168])[CH2:161][C:162]2[CH:167]=[CH:166][CH:165]=[CH:164][CH:163]=2)[N:156]=1.C(OC(N(C)[C@@H](C)C(N[C@@H](C(C)(C)C)C(N1[C@H](C(N[C@@H](CC2C=CC=CC=2)C(O)=O)=O)CC2C(=CC([C@H]3C[C@@H](C(=O)N[C@H]4C5C(=CC=CC=5)CCC4)N(C(=O)[C@@H](NC(=O)[C@@H](N(C(OC(C)(C)C)=O)C)C)C(C)(C)C)C3)=CC=2)C1)=O)=O)=O)(C)(C)C, predict the reaction product. The product is: [CH3:105][C:102]([CH3:103])([CH3:104])[C@H:101]([NH:106][C:107](=[O:119])[C@@H:108]([NH:110][CH3:111])[CH3:109])[C:100]([N:96]1[C@H:95]([C:121]([NH:122][C@H:123]2[C:132]3[C:127](=[CH:128][CH:129]=[CH:130][CH:131]=3)[CH2:126][CH2:125][CH2:124]2)=[O:133])[CH2:94][C:93]2[C:98](=[CH:99][C:90]([C@H:88]3[CH2:87][C@@H:86]([C:134](=[O:135])[NH:168][C@H:160]([C:157]4[N:156]=[C:155]([CH3:154])[O:159][N:158]=4)[CH2:161][C:162]4[CH:167]=[CH:166][CH:165]=[CH:164][CH:163]=4)[N:85]([C:83](=[O:84])[C@@H:82]([NH:81][C:79](=[O:80])[C@@H:78]([NH:77][CH3:75])[CH3:152])[C:148]([CH3:149])([CH3:150])[CH3:151])[CH2:89]3)=[CH:91][CH:92]=2)[CH2:97]1)=[O:120].